This data is from Forward reaction prediction with 1.9M reactions from USPTO patents (1976-2016). The task is: Predict the product of the given reaction. Given the reactants [Cl:1][C:2]1[C:7]([N:8]=P(C2C=CC=CC=2)(C2C=CC=CC=2)C2C=CC=CC=2)=[C:6](I)[CH:5]=[CH:4][N:3]=1.[CH3:29][O:30][C:31]1[CH:36]=[CH:35][CH:34]=[CH:33][C:32]=1B(O)O.C(=O)([O-])[O-].[K+].[K+], predict the reaction product. The product is: [Cl:1][C:2]1[C:7]([NH2:8])=[C:6]([C:32]2[CH:33]=[CH:34][CH:35]=[CH:36][C:31]=2[O:30][CH3:29])[CH:5]=[CH:4][N:3]=1.